Dataset: Catalyst prediction with 721,799 reactions and 888 catalyst types from USPTO. Task: Predict which catalyst facilitates the given reaction. Reactant: C[Si]([NH-])(C)C.[Na+].[CH3:7][O:8][CH2:9][C:10]([O:12][CH3:13])=[O:11].[CH2:14]([O:21][C:22]1[CH:23]=[C:24]([CH:27]=[CH:28][CH:29]=1)[CH:25]=[O:26])[C:15]1[CH:20]=[CH:19][CH:18]=[CH:17][CH:16]=1.Cl. Product: [CH3:13][O:12][C:10](=[O:11])[CH:9]([O:8][CH3:7])[CH:25]([C:24]1[CH:27]=[CH:28][CH:29]=[C:22]([O:21][CH2:14][C:15]2[CH:20]=[CH:19][CH:18]=[CH:17][CH:16]=2)[CH:23]=1)[OH:26]. The catalyst class is: 1.